From a dataset of Full USPTO retrosynthesis dataset with 1.9M reactions from patents (1976-2016). Predict the reactants needed to synthesize the given product. (1) Given the product [CH3:18][O:17][C:3]1[C:2]([C:24]2[S:25][CH:26]=[CH:27][CH:28]=2)=[CH:11][C:10]2[NH:9][C:8](=[O:12])[CH:7]=[N:6][C:5]=2[C:4]=1[C:13]([O:15][CH3:16])=[O:14], predict the reactants needed to synthesize it. The reactants are: Br[C:2]1[C:3]([O:17][CH3:18])=[C:4]([C:13]([O:15][CH3:16])=[O:14])[C:5]2[N:6]=[CH:7][C:8](=[O:12])[NH:9][C:10]=2[CH:11]=1.C([Sn](CCCC)(CCCC)[C:24]1[S:25][CH:26]=[CH:27][CH:28]=1)CCC. (2) Given the product [NH2:28][C@H:18]([C:16]1[O:17][C:13]([C:12]2[C:3]([O:2][CH3:1])=[N:4][C:5]3[C:10]([CH:11]=2)=[CH:9][CH:8]=[CH:7][CH:6]=3)=[CH:14][N:15]=1)[CH2:19][CH2:20][CH2:21][CH2:22][CH2:23][C:24]([NH:26][CH3:27])=[O:25], predict the reactants needed to synthesize it. The reactants are: [CH3:1][O:2][C:3]1[C:12]([C:13]2[O:17][C:16]([C@@H:18]([NH:28]C(=O)OCC3C=CC=CC=3)[CH2:19][CH2:20][CH2:21][CH2:22][CH2:23][C:24]([NH:26][CH3:27])=[O:25])=[N:15][CH:14]=2)=[CH:11][C:10]2[C:5](=[CH:6][CH:7]=[CH:8][CH:9]=2)[N:4]=1. (3) Given the product [F:24][CH:2]([F:1])[C:3]1[N:8]2[N:9]=[CH:10][C:11]([C:12]#[C:13][C:29]3[CH:30]=[C:31]([CH3:32])[C:26]([NH2:25])=[N:27][CH:28]=3)=[C:7]2[N:6]=[C:5]([C:14]2[CH:19]=[CH:18][C:17]([C:20]([F:23])([F:22])[F:21])=[CH:16][CH:15]=2)[CH:4]=1, predict the reactants needed to synthesize it. The reactants are: [F:1][CH:2]([F:24])[C:3]1[N:8]2[N:9]=[CH:10][C:11]([C:12]#[CH:13])=[C:7]2[N:6]=[C:5]([C:14]2[CH:19]=[CH:18][C:17]([C:20]([F:23])([F:22])[F:21])=[CH:16][CH:15]=2)[CH:4]=1.[NH2:25][C:26]1[C:31]([CH3:32])=[CH:30][C:29](Br)=[CH:28][N:27]=1. (4) Given the product [OH:27][CH2:28][C:29]([NH:32][S:33]([C:36]1[S:40][C:39]([NH:41][C:12]([C:11]2[CH:10]=[N:9][N:8]3[C:3]([C:2]([F:26])([F:25])[F:1])=[CH:4][C:5]([C:15]4[CH:20]=[CH:19][C:18]([C:21]([F:24])([F:22])[F:23])=[CH:17][CH:16]=4)=[N:6][C:7]=23)=[O:13])=[N:38][C:37]=1[CH3:42])(=[O:35])=[O:34])([CH3:31])[CH3:30], predict the reactants needed to synthesize it. The reactants are: [F:1][C:2]([F:26])([F:25])[C:3]1[N:8]2[N:9]=[CH:10][C:11]([C:12](O)=[O:13])=[C:7]2[N:6]=[C:5]([C:15]2[CH:20]=[CH:19][C:18]([C:21]([F:24])([F:23])[F:22])=[CH:17][CH:16]=2)[CH:4]=1.[OH:27][CH2:28][C:29]([NH:32][S:33]([C:36]1[S:40][C:39]([NH2:41])=[N:38][C:37]=1[CH3:42])(=[O:35])=[O:34])([CH3:31])[CH3:30]. (5) Given the product [NH:1]1[CH:5]=[CH:4][N:3]=[C:2]1[C:6]1[CH:7]=[CH:8][C:9]([CH3:30])=[C:10]([NH:12][C:13](=[O:29])[C:14]2[CH:19]=[CH:18][C:17]([O:20][CH2:21][C:22]3[CH:27]=[C:26]([O:32][CH3:31])[CH:25]=[CH:24][N:23]=3)=[CH:16][CH:15]=2)[CH:11]=1, predict the reactants needed to synthesize it. The reactants are: [NH:1]1[CH:5]=[CH:4][N:3]=[C:2]1[C:6]1[CH:7]=[CH:8][C:9]([CH3:30])=[C:10]([NH:12][C:13](=[O:29])[C:14]2[CH:19]=[CH:18][C:17]([O:20][CH2:21][C:22]3[CH:27]=[C:26](Cl)[CH:25]=[CH:24][N:23]=3)=[CH:16][CH:15]=2)[CH:11]=1.[CH3:31][O-:32].[Na+]. (6) Given the product [C:22]([OH:23])(=[O:14])[CH3:21].[CH3:15][O:16][C:17]1[CH:18]=[C:19]([C@:25]23[CH2:33][N:32]([CH3:34])[CH2:31][C@H:30]2[CH2:29][C@@H:28]([NH:35][C:13]([NH:12][C:3]2[CH:4]=[CH:5][CH:6]=[C:7]([C:8]([F:11])([F:10])[F:9])[C:2]=2[F:1])=[O:14])[CH2:27][CH2:26]3)[CH:20]=[CH:21][C:22]=1[O:23][CH3:24], predict the reactants needed to synthesize it. The reactants are: [F:1][C:2]1[C:7]([C:8]([F:11])([F:10])[F:9])=[CH:6][CH:5]=[CH:4][C:3]=1[N:12]=[C:13]=[O:14].[CH3:15][O:16][C:17]1[CH:18]=[C:19]([C@:25]23[CH2:33][N:32]([CH3:34])[CH2:31][C@H:30]2[CH2:29][C@@H:28]([NH2:35])[CH2:27][CH2:26]3)[CH:20]=[CH:21][C:22]=1[O:23][CH3:24]. (7) Given the product [S:13]([C:7]1[CH:8]=[C:9]([N+:10]([O-:11])=[O:18])[C:4]([F:3])=[CH:5][C:6]=1[CH3:17])[S:13][C:7]1[CH:8]=[C:9]([N+:10]([O-:12])=[O:11])[C:4]([F:3])=[CH:5][C:6]=1[CH3:17], predict the reactants needed to synthesize it. The reactants are: [I-].[K+].[F:3][C:4]1[C:9]([N+:10]([O-:12])=[O:11])=[CH:8][C:7]([S:13](Cl)(=O)=O)=[C:6]([CH3:17])[CH:5]=1.[OH2:18].[PH2]([O-])=O.[Na+]. (8) Given the product [CH2:6]([O:8][C:9](=[O:35])[CH2:10][N:11]1[CH2:12][CH2:13][CH:14]([C:17]2[N:25]=[C:24]3[N:19]([C:20]([Cl:3])=[N:21][C:22]([C:26]4[CH:31]=[CH:30][C:29]([Cl:32])=[CH:28][C:27]=4[Cl:33])=[CH:23]3)[N:18]=2)[CH2:15][CH2:16]1)[CH3:7], predict the reactants needed to synthesize it. The reactants are: P(Cl)(Cl)([Cl:3])=O.[CH2:6]([O:8][C:9](=[O:35])[CH2:10][N:11]1[CH2:16][CH2:15][CH:14]([C:17]2[N:25]=[C:24]3[N:19]([C:20](=O)[NH:21][C:22]([C:26]4[CH:31]=[CH:30][C:29]([Cl:32])=[CH:28][C:27]=4[Cl:33])=[CH:23]3)[N:18]=2)[CH2:13][CH2:12]1)[CH3:7]. (9) The reactants are: CN(C)CCCNC(C1C=C(C2C=CC(CSCCOC3C=CC=CC=3)=CC=2)C=CC=1)=O.[O:33]([CH2:40][CH2:41][S:42][CH2:43][C:44]1[CH:49]=[CH:48][CH:47]=[CH:46][C:45]=1[C:50]1[C:51]([C:56](O)=[O:57])=[CH:52][CH:53]=[CH:54][CH:55]=1)[C:34]1[CH:39]=[CH:38][CH:37]=[CH:36][CH:35]=1.[C:59](N1C=CN=C1)([N:61]1[CH:65]=[CH:64][N:63]=[CH:62]1)=O.CN(C)CCN. Given the product [CH3:59][N:61]([CH3:62])[CH2:65][CH2:64][NH:63][C:56]([C:51]1[C:50]([C:45]2[CH:46]=[CH:47][CH:48]=[CH:49][C:44]=2[CH2:43][S:42][CH2:41][CH2:40][O:33][C:34]2[CH:35]=[CH:36][CH:37]=[CH:38][CH:39]=2)=[CH:55][CH:54]=[CH:53][CH:52]=1)=[O:57], predict the reactants needed to synthesize it.